Predict the reaction yield, written as a fraction of the theoretical maximum amount of product (1.0 means a 100% yield; for example, 0.34 means a 34% yield). From a dataset of Reaction yield outcomes from USPTO patents with 853,638 reactions. (1) The reactants are Cl.[NH2:2][CH2:3][C:4]1[CH:5]=[C:6]2[C:10](=[CH:11][CH:12]=1)[C:9](=[O:13])[N:8]([CH:14]1[CH2:19][CH2:18][C:17](=[O:20])[NH:16][C:15]1=[O:21])[CH2:7]2.[Cl:22][C:23]1[CH:28]=[CH:27][CH:26]=[C:25]([Cl:29])[C:24]=1[N:30]=[C:31]=[O:32].C(N(CC)CC)C.Cl. The catalyst is C(#N)C. The product is [Cl:22][C:23]1[CH:28]=[CH:27][CH:26]=[C:25]([Cl:29])[C:24]=1[NH:30][C:31]([NH:2][CH2:3][C:4]1[CH:5]=[C:6]2[C:10](=[CH:11][CH:12]=1)[C:9](=[O:13])[N:8]([CH:14]1[CH2:19][CH2:18][C:17](=[O:20])[NH:16][C:15]1=[O:21])[CH2:7]2)=[O:32]. The yield is 0.290. (2) The reactants are [Cl:1][C:2]1[CH:3]=[C:4]([CH2:9][C:10]#[N:11])[CH:5]=[CH:6][C:7]=1[Cl:8].[CH2:12]([CH:14]1[O:16][CH2:15]1)Cl.ClCCl.CCCCCC. The catalyst is O1CCCC1. The product is [Cl:1][C:2]1[CH:3]=[C:4]([C@@:9]2([C:10]#[N:11])[CH2:12][CH:14]2[CH2:15][OH:16])[CH:5]=[CH:6][C:7]=1[Cl:8]. The yield is 0.400. (3) The reactants are [F:1][C:2]1[CH:3]=[C:4]2[C:9](=[CH:10][CH:11]=1)[N:8]=[C:7]([C:12]1[CH:17]=[CH:16][CH:15]=[CH:14][C:13]=1[OH:18])[N:6]=[C:5]2[N:19]1[CH2:23][CH2:22][C@@H:21]([NH:24]C(=O)OCC2C=CC=CC=2)[CH2:20]1. The catalyst is CO.[Pd]. The product is [NH2:24][C@@H:21]1[CH2:22][CH2:23][N:19]([C:5]2[C:4]3[C:9](=[CH:10][CH:11]=[C:2]([F:1])[CH:3]=3)[N:8]=[C:7]([C:12]3[CH:17]=[CH:16][CH:15]=[CH:14][C:13]=3[OH:18])[N:6]=2)[CH2:20]1. The yield is 0.980. (4) The reactants are Br[C:2]1[CH:3]=[N:4][C:5](Cl)=[C:6]([CH:10]=1)[C:7]([NH2:9])=[O:8].[O:12]([C:19]1[CH:24]=[CH:23][C:22]([OH:25])=[CH:21][CH:20]=1)[C:13]1[CH:18]=[CH:17][CH:16]=[CH:15][CH:14]=1.C(O[C:31]([N:33]1[CH:38]=[C:37](B2OC(C)(C)C(C)(C)O2)[CH2:36][CH2:35][CH2:34]1)=[O:32])(C)(C)C.[C:48](O)(=O)[CH:49]=C. No catalyst specified. The product is [C:31]([N:33]1[CH2:34][CH2:35][CH:36]([C:2]2[CH:3]=[N:4][C:5]([O:25][C:22]3[CH:21]=[CH:20][C:19]([O:12][C:13]4[CH:18]=[CH:17][CH:16]=[CH:15][CH:14]=4)=[CH:24][CH:23]=3)=[C:6]([C:7]([NH2:9])=[O:8])[CH:10]=2)[CH2:37][CH2:38]1)(=[O:32])[CH:48]=[CH2:49]. The yield is 0.280.